The task is: Binary Classification. Given a miRNA mature sequence and a target amino acid sequence, predict their likelihood of interaction.. This data is from Experimentally validated miRNA-target interactions with 360,000+ pairs, plus equal number of negative samples. The miRNA is mmu-miR-466n-3p with sequence UAUACAUGAGAGCAUACAUAGA. The protein sequence of the target gene is MADVYPANDSTASQDVANRFARKGALRQKNVHEVKDHKFIARFFKQPTFCSHCTDFIWGFGKQGFQCQVCCFVVHKRCHEFVTFSCPGADKGPDTDDPRSKHKFKIHTYGSPTFCDHCGSLLYGLIHQGMKCDTCDMNVHKQCVINDPSLCGMDHTEKRGRIYLKAEVTDEKLHVTVRDAKNLIPMDPNGLSDPYVKLKLIPDPKNESKQKTKTIRSNLNPQWNESFTFKLKPSDKDRRLSVEIWDWDRTTRNDFMGSLSFGVSELMKMPASGWYKAHNQEEGEYYNVPIPEGDEEGNME.... Result: 1 (interaction).